Dataset: Forward reaction prediction with 1.9M reactions from USPTO patents (1976-2016). Task: Predict the product of the given reaction. (1) Given the reactants [C:1]([O:5][C:6](=[O:16])[NH:7][C:8]1[C:9]([CH3:15])=[N:10][CH:11]=[C:12]([Br:14])[CH:13]=1)([CH3:4])([CH3:3])[CH3:2].[H-].[Na+].I[CH3:20], predict the reaction product. The product is: [C:1]([O:5][C:6](=[O:16])[N:7]([C:8]1[C:9]([CH3:15])=[N:10][CH:11]=[C:12]([Br:14])[CH:13]=1)[CH3:20])([CH3:4])([CH3:3])[CH3:2]. (2) The product is: [C:8]([C:7]1[CH:6]=[CH:5][C:4]([NH:10][C@H:11]([CH2:15][C:16]2[CH:21]=[CH:20][CH:19]=[CH:18][CH:17]=2)[C:12]([NH2:14])=[O:13])=[CH:3][C:2]=1[NH:23][C:24]1[S:28][N:27]=[C:26]([CH3:29])[CH:25]=1)#[N:9]. Given the reactants Br[C:2]1[CH:3]=[C:4]([NH:10][C@H:11]([CH2:15][C:16]2[CH:21]=[CH:20][CH:19]=[CH:18][CH:17]=2)[C:12]([NH2:14])=[O:13])[CH:5]=[CH:6][C:7]=1[C:8]#[N:9].Cl.[NH2:23][C:24]1[S:28][N:27]=[C:26]([CH3:29])[CH:25]=1.C1C=CC(P(C2C(C3C(P(C4C=CC=CC=4)C4C=CC=CC=4)=CC=C4C=3C=CC=C4)=C3C(C=CC=C3)=CC=2)C2C=CC=CC=2)=CC=1.C([O-])([O-])=O.[K+].[K+], predict the reaction product. (3) Given the reactants [CH3:1][O:2][C:3]1[CH:4]=[C:5]2[C:9](=[CH:10][C:11]=1[CH3:12])[C:8](=O)[CH2:7][CH2:6]2.Br[CH2:15][C:16]([O:18][CH2:19][CH3:20])=[O:17], predict the reaction product. The product is: [CH3:1][O:2][C:3]1[CH:4]=[C:5]2[C:9](=[CH:10][C:11]=1[CH3:12])[C:8](=[CH:15][C:16]([O:18][CH2:19][CH3:20])=[O:17])[CH2:7][CH2:6]2. (4) Given the reactants [NH:1]1[C:5]2=[N:6][CH:7]=C(C#N)[CH:9]=[C:4]2[CH:3]=[CH:2]1.OS(O)(=O)=O.C([O-])(O)=O.[Na+].[C:22]([O:25][CH2:26][CH3:27])(=[O:24])[CH3:23], predict the reaction product. The product is: [CH2:26]([O:25][C:22]([C:23]1[CH:9]=[C:4]2[CH:3]=[CH:2][NH:1][C:5]2=[N:6][CH:7]=1)=[O:24])[CH3:27]. (5) Given the reactants C([O:3][C:4](=O)[CH2:5][C:6]1[CH:7]=[C:8]2[C:12](=[C:13]([NH:15][CH:16]3[CH2:20][CH2:19][CH2:18][CH2:17]3)[CH:14]=1)[NH:11][C:10]([C:21]1[CH:26]=[CH:25][CH:24]=[CH:23][CH:22]=1)=[CH:9]2)C.C1(=O)CCCC1, predict the reaction product. The product is: [CH:16]1([NH:15][C:13]2[CH:14]=[C:6]([CH2:5][CH2:4][OH:3])[CH:7]=[C:8]3[C:12]=2[NH:11][C:10]([C:21]2[CH:22]=[CH:23][CH:24]=[CH:25][CH:26]=2)=[CH:9]3)[CH2:17][CH2:18][CH2:19][CH2:20]1. (6) The product is: [C:2]1([C:1]2[S:32][C:11]([C@@H:12]([NH:14][C:15](=[O:21])[O:16][C:17]([CH3:20])([CH3:19])[CH3:18])[CH3:13])=[N:10][N:9]=2)[CH:7]=[CH:6][CH:5]=[CH:4][CH:3]=1. Given the reactants [C:1]([NH:9][NH:10][C:11](=O)[C@@H:12]([NH:14][C:15](=[O:21])[O:16][C:17]([CH3:20])([CH3:19])[CH3:18])[CH3:13])(=O)[C:2]1[CH:7]=[CH:6][CH:5]=[CH:4][CH:3]=1.COC1C=CC(P2(SP(C3C=CC(OC)=CC=3)(=S)S2)=[S:32])=CC=1.C(OCC)(=O)C, predict the reaction product. (7) Given the reactants [C:1]([O:5][C:6]([N:8]1[CH2:13][CH2:12][N:11]([C:14]2[N:19]=[CH:18][C:17]([C:20]3[N:24]4[N:25]=[CH:26][CH:27]=[C:28]([N:29]5[CH2:34][CH2:33][O:32][CH2:31][CH2:30]5)[C:23]4=[N:22][C:21]=3[C:35]([O:37]CC)=[O:36])=[CH:16][CH:15]=2)[CH2:10][CH2:9]1)=[O:7])([CH3:4])([CH3:3])[CH3:2].C1COCC1.[OH-].[Na+], predict the reaction product. The product is: [C:1]([O:5][C:6]([N:8]1[CH2:13][CH2:12][N:11]([C:14]2[N:19]=[CH:18][C:17]([C:20]3[N:24]4[N:25]=[CH:26][CH:27]=[C:28]([N:29]5[CH2:34][CH2:33][O:32][CH2:31][CH2:30]5)[C:23]4=[N:22][C:21]=3[C:35]([OH:37])=[O:36])=[CH:16][CH:15]=2)[CH2:10][CH2:9]1)=[O:7])([CH3:4])([CH3:2])[CH3:3]. (8) The product is: [CH2:29]([O:28][C:7]1[C:8]2[C:9](=[O:27])[N:10]([C:14]3[CH:19]=[CH:18][C:17]([CH2:20][C:21]([O:23][CH2:24][CH3:25])=[O:22])=[C:16]([F:26])[CH:15]=3)[CH:11]([OH:13])[C:12]=2[C:4]([O:3][CH2:1][CH3:2])=[C:5]2[CH:34]=[CH:33][CH:32]=[CH:31][C:6]=12)[CH3:30]. Given the reactants [CH2:1]([O:3][C:4]1[C:12]2[C:11](=[O:13])[N:10]([C:14]3[CH:19]=[CH:18][C:17]([CH2:20][C:21]([O:23][CH2:24][CH3:25])=[O:22])=[C:16]([F:26])[CH:15]=3)[C:9](=[O:27])[C:8]=2[C:7]([O:28][CH2:29][CH3:30])=[C:6]2[CH:31]=[CH:32][CH:33]=[CH:34][C:5]=12)[CH3:2].O1CCCC1.[BH4-].[Na+], predict the reaction product. (9) Given the reactants [CH3:1][C:2]1[N:3]=[C:4]([C:12]2[CH:17]=[CH:16][CH:15]=[C:14]([C:18]([F:21])([F:20])[F:19])[CH:13]=2)[N:5]2[C:10]=1[CH:9]=[N:8][C:7]([NH2:11])=[N:6]2.Br[C:23]1[CH:28]=[CH:27][C:26]([N:29]([CH3:33])[C:30]([NH2:32])=[O:31])=[CH:25][CH:24]=1.C(P(C(C)(C)C)C1C=CC=CC=1C1C=CC=CC=1)(C)(C)C.CC([O-])(C)C.[Na+], predict the reaction product. The product is: [CH3:33][N:29]([C:26]1[CH:27]=[CH:28][C:23]([NH:11][C:7]2[N:8]=[CH:9][C:10]3=[C:2]([CH3:1])[N:3]=[C:4]([C:12]4[CH:17]=[CH:16][CH:15]=[C:14]([C:18]([F:21])([F:19])[F:20])[CH:13]=4)[N:5]3[N:6]=2)=[CH:24][CH:25]=1)[C:30]([NH2:32])=[O:31].